This data is from NCI-60 drug combinations with 297,098 pairs across 59 cell lines. The task is: Regression. Given two drug SMILES strings and cell line genomic features, predict the synergy score measuring deviation from expected non-interaction effect. (1) Drug 1: CC1=CC=C(C=C1)C2=CC(=NN2C3=CC=C(C=C3)S(=O)(=O)N)C(F)(F)F. Cell line: SF-268. Synergy scores: CSS=10.7, Synergy_ZIP=-1.44, Synergy_Bliss=-1.66, Synergy_Loewe=-37.6, Synergy_HSA=-2.16. Drug 2: B(C(CC(C)C)NC(=O)C(CC1=CC=CC=C1)NC(=O)C2=NC=CN=C2)(O)O. (2) Drug 1: CC1=C(C(CCC1)(C)C)C=CC(=CC=CC(=CC(=O)O)C)C. Drug 2: C1=CC=C(C=C1)NC(=O)CCCCCCC(=O)NO. Cell line: U251. Synergy scores: CSS=-0.920, Synergy_ZIP=-3.42, Synergy_Bliss=-5.91, Synergy_Loewe=-21.4, Synergy_HSA=-8.76. (3) Drug 1: C1=CC(=CC=C1CCC2=CNC3=C2C(=O)NC(=N3)N)C(=O)NC(CCC(=O)O)C(=O)O. Drug 2: C1=CN(C=N1)CC(O)(P(=O)(O)O)P(=O)(O)O. Cell line: HCT116. Synergy scores: CSS=24.9, Synergy_ZIP=2.05, Synergy_Bliss=-7.77, Synergy_Loewe=-7.98, Synergy_HSA=-6.33.